From a dataset of Forward reaction prediction with 1.9M reactions from USPTO patents (1976-2016). Predict the product of the given reaction. (1) Given the reactants [Br-:1].[Br-].[Br-].C([N+](CCCC)(CCCC)CCCC)CCC.C([N+](CCCC)(CCCC)CCCC)CCC.C([N+](CCCC)(CCCC)CCCC)CCC.[CH2:55]([CH:63]1[C:70]2[CH:69]=[C:68]([C:71]([O:73]C)=[O:72])[NH:67][C:66]=2[CH2:65][CH2:64]1)[CH2:56][C:57]1[CH:62]=[CH:61][CH:60]=[CH:59][CH:58]=1, predict the reaction product. The product is: [Br:1][C:69]1[C:70]2[CH:63]([CH2:55][CH2:56][C:57]3[CH:62]=[CH:61][CH:60]=[CH:59][CH:58]=3)[CH2:64][CH2:65][C:66]=2[NH:67][C:68]=1[C:71]([OH:73])=[O:72]. (2) The product is: [P:20]([CH2:10][N:5]([C:6](=[O:16])[CH3:7])[CH2:4][C:1]([OH:3])=[O:2])([OH:22])([OH:21])=[O:19]. Given the reactants [C:1]([CH2:4][N:5]1[CH2:10]C(=O)N(CC(O)=O)[CH2:7][C:6]1=[O:16])([OH:3])=[O:2].C=O.[OH:19][PH:20]([OH:22])=[O:21].P(Cl)(Cl)Cl, predict the reaction product. (3) Given the reactants [NH2:1][C:2]1[S:3][C:4]([C:10]2[C:15]([F:16])=[CH:14][C:13]([C:17]([OH:20])([CH3:19])[CH3:18])=[CH:12][C:11]=2[F:21])=[CH:5][C:6]=1[C:7]([NH2:9])=[O:8].Cl[C:23]1[N:28]=[C:27]2[CH2:29][N:30]([CH2:33][CH2:34][OH:35])[C:31](=[O:32])[C:26]2=[CH:25][CH:24]=1.C([O-])([O-])=O.[K+].[K+].CC(C1C=C(C(C)C)C(C2C=CC=CC=2P(C2CCCCC2)C2CCCCC2)=C(C(C)C)C=1)C.C(O)(CC)(C)C, predict the reaction product. The product is: [F:16][C:15]1[CH:14]=[C:13]([C:17]([OH:20])([CH3:18])[CH3:19])[CH:12]=[C:11]([F:21])[C:10]=1[C:4]1[S:3][C:2]([NH:1][C:23]2[N:28]=[C:27]3[CH2:29][N:30]([CH2:33][CH2:34][OH:35])[C:31](=[O:32])[C:26]3=[CH:25][CH:24]=2)=[C:6]([C:7]([NH2:9])=[O:8])[CH:5]=1. (4) Given the reactants [CH:1]([N:4]1[CH2:9][CH2:8][NH:7][CH2:6][CH2:5]1)([CH3:3])[CH3:2].[Cl:10][C:11]1[CH:20]=[CH:19][C:18]2[C:13](=[CH:14][CH:15]=[C:16]([CH:21]3[CH2:26][CH2:25][CH2:24][CH2:23][CH2:22]3)[CH:17]=2)[N:12]=1, predict the reaction product. The product is: [ClH:10].[CH:21]1([C:16]2[CH:17]=[C:18]3[C:13](=[CH:14][CH:15]=2)[N:12]=[C:11]([N:7]2[CH2:8][CH2:9][N:4]([CH:1]([CH3:3])[CH3:2])[CH2:5][CH2:6]2)[CH:20]=[CH:19]3)[CH2:22][CH2:23][CH2:24][CH2:25][CH2:26]1. (5) Given the reactants [CH3:1][C:2]([CH3:6])([CH3:5])[CH:3]=[O:4].[CH2:7]([Mg]Br)[CH:8]=[CH2:9], predict the reaction product. The product is: [CH3:1][C:2]([CH3:6])([CH:3]([OH:4])[CH2:9][CH:8]=[CH2:7])[CH3:5].